This data is from Forward reaction prediction with 1.9M reactions from USPTO patents (1976-2016). The task is: Predict the product of the given reaction. (1) Given the reactants Br[C:2]1[C:6]([CH3:7])=[C:5]([C:8]2[CH:13]=[CH:12][C:11]([O:14]C)=[CH:10][CH:9]=2)[S:4][C:3]=1[CH:16]1[O:20]CCO1.[Cl:21][C:22]1[CH:23]=[C:24](B(O)O)[CH:25]=[CH:26][C:27]=1[O:28]C, predict the reaction product. The product is: [Cl:21][C:22]1[CH:23]=[C:24]([C:2]2[C:6]([CH3:7])=[C:5]([C:8]3[CH:9]=[CH:10][C:11]([OH:14])=[CH:12][CH:13]=3)[S:4][C:3]=2[CH:16]=[O:20])[CH:25]=[CH:26][C:27]=1[OH:28]. (2) Given the reactants [CH3:1][C:2]1[N:11]=[C:10]([N:12]([C:14]2[CH:19]=[CH:18][C:17]([N:20](C)[C:21](=O)C)=[CH:16][CH:15]=2)[CH3:13])[C:9]2[C:4](=[CH:5][CH:6]=[CH:7][CH:8]=2)[N:3]=1.C(OCC)(=O)C, predict the reaction product. The product is: [CH3:1][C:2]1[N:11]=[C:10]([N:12]([C:14]2[CH:15]=[CH:16][C:17]([NH:20][CH3:21])=[CH:18][CH:19]=2)[CH3:13])[C:9]2[C:4](=[CH:5][CH:6]=[CH:7][CH:8]=2)[N:3]=1.